Dataset: Reaction yield outcomes from USPTO patents with 853,638 reactions. Task: Predict the reaction yield, written as a fraction of the theoretical maximum amount of product (1.0 means a 100% yield; for example, 0.34 means a 34% yield). The reactants are [C:1]([O:5]C(NCC1C=CC=CC=1F)=O)(C)(C)C.[CH2:17](N(CC)CC)C.[C:35](OC(OC(O[C:35]([CH3:38])([CH3:37])[CH3:36])=O)=O)([CH3:38])([CH3:37])[CH3:36].Cl.Br[C:41]1[CH:48]=[CH:47][C:44]([CH2:45][NH2:46])=[C:43]([F:49])[CH:42]=1. The catalyst is ClCCl. The product is [CH3:17][C:35]([CH3:36])([CH3:37])[CH2:38][C:1]([C:41]1[CH:48]=[CH:47][C:44]([CH2:45][NH2:46])=[C:43]([F:49])[CH:42]=1)=[O:5]. The yield is 0.970.